Dataset: Forward reaction prediction with 1.9M reactions from USPTO patents (1976-2016). Task: Predict the product of the given reaction. Given the reactants [C:1]([O:5][C:6]([C:8]1[C:13]([O:14][CH2:15][C:16]2[CH:21]=[CH:20][CH:19]=[CH:18][CH:17]=2)=[C:12]([OH:22])[N:11]=[C:10]([CH2:23][C:24]2[CH:29]=[C:28]([O:30][CH3:31])[CH:27]=[CH:26][C:25]=2Br)[N:9]=1)=[O:7])([CH3:4])([CH3:3])[CH3:2].[C:33]1(B(O)O)[CH:38]=[CH:37][CH:36]=[CH:35][CH:34]=1.CC(C1C=C(C(C)C)C(C2C=CC=CC=2P(C2CCCCC2)C2CCCCC2)=C(C(C)C)C=1)C.[O-]P([O-])([O-])=O.[K+].[K+].[K+], predict the reaction product. The product is: [C:1]([O:5][C:6]([C:8]1[C:13]([O:14][CH2:15][C:16]2[CH:21]=[CH:20][CH:19]=[CH:18][CH:17]=2)=[C:12]([OH:22])[N:11]=[C:10]([CH2:23][C:24]2[CH:29]=[C:28]([O:30][CH3:31])[CH:27]=[CH:26][C:25]=2[C:33]2[CH:38]=[CH:37][CH:36]=[CH:35][CH:34]=2)[N:9]=1)=[O:7])([CH3:4])([CH3:3])[CH3:2].